Dataset: Reaction yield outcomes from USPTO patents with 853,638 reactions. Task: Predict the reaction yield, written as a fraction of the theoretical maximum amount of product (1.0 means a 100% yield; for example, 0.34 means a 34% yield). (1) The reactants are [Cl-].O[NH3+:3].[C:4](=[O:7])([O-])[OH:5].[Na+].CS(C)=O.[CH3:13][C:14]([CH3:47])([CH3:46])[C:15](=[O:45])[CH2:16][N:17]1[C:22](=[O:23])[C:21]([CH2:24][C:25]2[CH:30]=[CH:29][C:28]([C:31]3[C:32]([C:37]#[N:38])=[CH:33][CH:34]=[CH:35][CH:36]=3)=[CH:27][CH:26]=2)=[C:20]([CH2:39][CH2:40][CH3:41])[N:19]2[N:42]=[CH:43][N:44]=[C:18]12. The catalyst is C(OCC)(=O)C. The product is [CH3:47][C:14]([CH3:46])([CH3:13])[C:15](=[O:45])[CH2:16][N:17]1[C:22](=[O:23])[C:21]([CH2:24][C:25]2[CH:26]=[CH:27][C:28]([C:31]3[CH:36]=[CH:35][CH:34]=[CH:33][C:32]=3[C:37]3[NH:3][C:4](=[O:7])[O:5][N:38]=3)=[CH:29][CH:30]=2)=[C:20]([CH2:39][CH2:40][CH3:41])[N:19]2[N:42]=[CH:43][N:44]=[C:18]12. The yield is 0.370. (2) The reactants are CC1(C)COB(B2OCC(C)(C)CO2)OC1.Br[C:18]1[CH:23]=[CH:22][C:21]([C:24]2([OH:28])[CH2:27][CH2:26][CH2:25]2)=[CH:20][CH:19]=1.C([O-])(=O)C.[K+].Br[C:35]1[CH:36]=[C:37]2[C:41](=[CH:42][C:43]=1[Cl:44])[NH:40][N:39]=[C:38]2[C:45]([OH:47])=[O:46].C(=O)([O-])[O-].[K+].[K+]. The catalyst is O1CCOCC1.C1C=CC(P(C2C=CC=CC=2)[C-]2C=CC=C2)=CC=1.C1C=CC(P(C2C=CC=CC=2)[C-]2C=CC=C2)=CC=1.Cl[Pd]Cl.[Fe+2].ClCCl. The product is [Cl:44][C:43]1[CH:42]=[C:41]2[C:37]([C:38]([C:45]([OH:47])=[O:46])=[N:39][NH:40]2)=[CH:36][C:35]=1[C:18]1[CH:23]=[CH:22][C:21]([C:24]2([OH:28])[CH2:27][CH2:26][CH2:25]2)=[CH:20][CH:19]=1. The yield is 0.100.